From a dataset of Reaction yield outcomes from USPTO patents with 853,638 reactions. Predict the reaction yield, written as a fraction of the theoretical maximum amount of product (1.0 means a 100% yield; for example, 0.34 means a 34% yield). The reactants are [CH:1]([C:3]1[O:4][C:5]2[CH:11]=[CH:10][C:9]([C:12]3[CH:19]=[CH:18][C:15]([C:16]#[N:17])=[CH:14][CH:13]=3)=[CH:8][C:6]=2[N:7]=1)=[CH2:2].[CH3:20][CH:21]1[CH2:25][CH2:24][CH2:23][NH:22]1. The catalyst is C(O)C. The product is [CH3:20][CH:21]1[CH2:25][CH2:24][CH2:23][N:22]1[CH2:2][CH2:1][C:3]1[O:4][C:5]2[CH:11]=[CH:10][C:9]([C:12]3[CH:19]=[CH:18][C:15]([C:16]#[N:17])=[CH:14][CH:13]=3)=[CH:8][C:6]=2[N:7]=1. The yield is 1.00.